This data is from Full USPTO retrosynthesis dataset with 1.9M reactions from patents (1976-2016). The task is: Predict the reactants needed to synthesize the given product. (1) Given the product [C:1]([OH:5])(=[O:4])[CH:2]=[CH2:3].[NH2:9][C:10]([O:12][CH2:13][CH3:14])=[O:11], predict the reactants needed to synthesize it. The reactants are: [C:1]([O:5]CCO)(=[O:4])[CH:2]=[CH2:3].[NH2:9][C:10]([O:12][CH2:13][CH3:14])=[O:11]. (2) The reactants are: [CH3:1][C:2]1([C:5](=[O:7])[CH3:6])[CH2:4][CH2:3]1.[Li+].C[Si]([N-][Si](C)(C)C)(C)C.[C:18](=O)([O:21]C)[O:19][CH3:20]. Given the product [CH3:1][C:2]1([C:5](=[O:7])[CH2:6][C:18]([O:19][CH3:20])=[O:21])[CH2:4][CH2:3]1, predict the reactants needed to synthesize it. (3) Given the product [CH3:45][O:44][N:43]([CH3:42])[C:4](=[O:6])[CH:3]([O:2][CH3:1])[C:7]1[CH:12]=[CH:11][C:10]([C:13]2[O:14][C:15]([CH3:18])=[N:16][N:17]=2)=[CH:9][CH:8]=1, predict the reactants needed to synthesize it. The reactants are: [CH3:1][O:2][CH:3]([C:7]1[CH:12]=[CH:11][C:10]([C:13]2[O:14][C:15]([CH3:18])=[N:16][N:17]=2)=[CH:9][CH:8]=1)[C:4]([OH:6])=O.C(N(C(C)C)CC)(C)C.COCCN(S(F)(F)F)CCOC.Cl.[CH3:42][NH:43][O:44][CH3:45]. (4) Given the product [CH3:26][O:25][C@@H:5]([CH2:6][C:7]1[CH:8]=[CH:9][C:10]([O:13][CH2:14][CH2:15][CH2:16][O:17][C:18]2[CH:19]=[CH:20][C:21]([C:30]3[CH:29]=[N:28][CH:33]=[CH:32][CH:31]=3)=[CH:22][CH:23]=2)=[CH:11][CH:12]=1)[C:4]([OH:3])=[O:27], predict the reactants needed to synthesize it. The reactants are: C([O:3][C:4](=[O:27])[C@@H:5]([O:25][CH3:26])[CH2:6][C:7]1[CH:12]=[CH:11][C:10]([O:13][CH2:14][CH2:15][CH2:16][O:17][C:18]2[CH:23]=[CH:22][C:21](I)=[CH:20][CH:19]=2)=[CH:9][CH:8]=1)C.[N:28]1[CH:33]=[CH:32][CH:31]=[C:30](B(O)O)[CH:29]=1. (5) Given the product [Br:1][C:2]1[CH:3]=[C:4]([CH:8]2[CH2:9][CH:10]3[NH:28][CH:13]([CH:17]([C:18]([O:20][CH3:21])=[O:19])[C:16](=[O:15])[CH:22]3[C:23]([O:25][CH3:26])=[O:24])[CH2:12]2)[CH:5]=[CH:6][CH:7]=1, predict the reactants needed to synthesize it. The reactants are: [Br:1][C:2]1[CH:3]=[C:4]([CH:8]([CH2:12][CH:13]=O)[CH2:9][CH:10]=O)[CH:5]=[CH:6][CH:7]=1.[O:15]=[C:16]([CH2:22][C:23]([O:25][CH3:26])=[O:24])[CH2:17][C:18]([O:20][CH3:21])=[O:19].[Cl-].[NH4+:28].C([O-])(=O)C.[Na+]. (6) The reactants are: O([C:5]([CH3:7])=[O:6])C(C)=O.[CH3:8][NH:9][C:10]1[CH:15]=[CH:14][CH:13]=[CH:12][CH:11]=1. Given the product [CH3:8][N:9]([C:10]1[CH:15]=[CH:14][CH:13]=[CH:12][CH:11]=1)[C:5](=[O:6])[CH3:7], predict the reactants needed to synthesize it. (7) The reactants are: C([O:3][C:4]([C:6]1[N:7]([CH3:29])[CH:8]=[C:9]([NH:11][C:12]([C:14]2[N:15]([CH3:28])[CH:16]=[C:17]([NH:19][C:20]([C:22]3[N:23]([CH3:27])[CH:24]=[CH:25][N:26]=3)=[O:21])[CH:18]=2)=[O:13])[N:10]=1)=[O:5])C.[OH-].[Na+:31].Cl.C(O)(C)C. Given the product [CH3:29][N:7]1[CH:8]=[C:9]([NH:11][C:12]([C:14]2[N:15]([CH3:28])[CH:16]=[C:17]([NH:19][C:20]([C:22]3[N:23]([CH3:27])[CH:24]=[CH:25][N:26]=3)=[O:21])[CH:18]=2)=[O:13])[N:10]=[C:6]1[C:4]([O-:5])=[O:3].[Na+:31], predict the reactants needed to synthesize it. (8) Given the product [ClH:43].[O:3]1[C:8]2[CH:9]=[CH:10][C:11]([CH2:13][NH:14][CH:22]3[CH2:27][CH2:26][N:25]([CH2:28][CH2:29][N:30]4[C:39]5[C:34](=[CH:35][CH:36]=[C:37]([F:40])[CH:38]=5)[C:33]([CH3:41])=[CH:32][C:31]4=[O:42])[CH2:24][CH2:23]3)=[CH:12][C:7]=2[O:6][CH2:5][CH2:4]1, predict the reactants needed to synthesize it. The reactants are: CO.[O:3]1[C:8]2[CH:9]=[CH:10][C:11]([CH2:13][N:14]([CH:22]3[CH2:27][CH2:26][N:25]([CH2:28][CH2:29][N:30]4[C:39]5[C:34](=[CH:35][CH:36]=[C:37]([F:40])[CH:38]=5)[C:33]([CH3:41])=[CH:32][C:31]4=[O:42])[CH2:24][CH2:23]3)C(=O)OC(C)(C)C)=[CH:12][C:7]=2[O:6][CH2:5][CH2:4]1.[ClH:43].C(OCC)(=O)C.